This data is from Blood-brain barrier permeability classification from the B3DB database. The task is: Regression/Classification. Given a drug SMILES string, predict its absorption, distribution, metabolism, or excretion properties. Task type varies by dataset: regression for continuous measurements (e.g., permeability, clearance, half-life) or binary classification for categorical outcomes (e.g., BBB penetration, CYP inhibition). Dataset: b3db_classification. The molecule is O=C1CC[C@H](N2C(=O)c3ccccc3C2=O)C(=O)N1. The result is 1 (penetrates BBB).